This data is from Forward reaction prediction with 1.9M reactions from USPTO patents (1976-2016). The task is: Predict the product of the given reaction. (1) The product is: [CH3:15][O:1][C:2]1[CH:9]=[CH:8][C:7]([O:10][C:11]([F:12])([F:13])[F:14])=[CH:6][C:3]=1[CH:4]=[O:5]. Given the reactants [OH:1][C:2]1[CH:9]=[CH:8][C:7]([O:10][C:11]([F:14])([F:13])[F:12])=[CH:6][C:3]=1[CH:4]=[O:5].[CH3:15]N(C)C=O.C(=O)([O-])[O-].[K+].[K+].CI, predict the reaction product. (2) Given the reactants [O:1]1[C:5]([C:6]2[CH:7]=[C:8]([NH2:12])[CH:9]=[CH:10][CH:11]=2)=[CH:4][N:3]=[CH:2]1.[N+:13]([C:16]1[CH:21]=[CH:20][C:19]([S:22](Cl)(=[O:24])=[O:23])=[CH:18][CH:17]=1)([O-:15])=[O:14], predict the reaction product. The product is: [N+:13]([C:16]1[CH:17]=[CH:18][C:19]([S:22]([NH:12][C:8]2[CH:9]=[CH:10][CH:11]=[C:6]([C:5]3[O:1][CH:2]=[N:3][CH:4]=3)[CH:7]=2)(=[O:24])=[O:23])=[CH:20][CH:21]=1)([O-:15])=[O:14]. (3) The product is: [F:28][C:27]1[CH:26]=[CH:25][CH:24]=[C:23]([C:29]#[N:30])[C:22]=1[C:20]1[CH:21]=[C:16]([C:12]2[N:4]3[CH:5]=[CH:6][C:7]([C:8]([F:9])([F:10])[F:11])=[C:2]([F:1])[C:3]3=[N:14][CH:13]=2)[CH:17]=[CH:18][C:19]=1[F:31]. Given the reactants [F:1][C:2]1[C:3]2[N:4]([CH:12]=[CH:13][N:14]=2)[CH:5]=[CH:6][C:7]=1[C:8]([F:11])([F:10])[F:9].Br[C:16]1[CH:17]=[CH:18][C:19]([F:31])=[C:20]([C:22]2[C:23]([C:29]#[N:30])=[CH:24][CH:25]=[CH:26][C:27]=2[F:28])[CH:21]=1, predict the reaction product. (4) The product is: [CH3:31][O:30][C:28]1[CH:27]=[C:24](/[CH:25]=[C:17](/[C:14]2[CH:13]=[CH:12][C:11]([O:10][CH2:9][CH2:8][CH2:7][CH2:6][CH2:5][CH2:4][CH2:3][CH2:2][OH:1])=[CH:16][CH:15]=2)\[C:18]#[N:19])[CH:23]=[C:22]([O:21][CH3:20])[CH:29]=1. Given the reactants [OH:1][CH2:2][CH2:3][CH2:4][CH2:5][CH2:6][CH2:7][CH2:8][CH2:9][O:10][C:11]1[CH:16]=[CH:15][C:14]([CH2:17][C:18]#[N:19])=[CH:13][CH:12]=1.[CH3:20][O:21][C:22]1[CH:23]=[C:24]([CH:27]=[C:28]([O:30][CH3:31])[CH:29]=1)[CH:25]=O, predict the reaction product.